This data is from Reaction yield outcomes from USPTO patents with 853,638 reactions. The task is: Predict the reaction yield, written as a fraction of the theoretical maximum amount of product (1.0 means a 100% yield; for example, 0.34 means a 34% yield). (1) The reactants are [H-].[Na+].ClC1C=C(N)C(I)=CN=1.S(OC[C@H]1OCCN(C(OC(C)(C)C)=O)C1)(C1C=CC(C)=CC=1)(=O)=O.[Cl:37][C:38]1[CH:43]=[C:42]([NH:44][CH2:45][C@H:46]2[O:51][CH2:50][CH2:49][N:48]([C:52]([O:54][C:55]([CH3:58])([CH3:57])[CH3:56])=[O:53])[CH2:47]2)[C:41](I)=[CH:40][N:39]=1.C(=O)([O-])[O-].[Na+].[Na+].[CH3:66][O:67][C:68]1[CH:73]=[CH:72][C:71](B(O)O)=[CH:70][CH:69]=1. The catalyst is CN(C=O)C.C(#N)C.C1C=CC([P]([Pd]([P](C2C=CC=CC=2)(C2C=CC=CC=2)C2C=CC=CC=2)([P](C2C=CC=CC=2)(C2C=CC=CC=2)C2C=CC=CC=2)[P](C2C=CC=CC=2)(C2C=CC=CC=2)C2C=CC=CC=2)(C2C=CC=CC=2)C2C=CC=CC=2)=CC=1.O. The product is [Cl:37][C:38]1[CH:43]=[C:42]([NH:44][CH2:45][C@@H:46]2[O:51][CH2:50][CH2:49][N:48]([C:52]([O:54][C:55]([CH3:58])([CH3:57])[CH3:56])=[O:53])[CH2:47]2)[C:41]([C:71]2[CH:72]=[CH:73][C:68]([O:67][CH3:66])=[CH:69][CH:70]=2)=[CH:40][N:39]=1. The yield is 0.940. (2) The reactants are [Cl:1][C:2]1[CH:10]=[C:9]([Cl:11])[CH:8]=[CH:7][C:3]=1[C:4]([NH2:6])=[S:5].Cl[CH:13]([C:19]([CH3:21])=O)[C:14]([O:16][CH2:17][CH3:18])=[O:15]. The catalyst is C(O)C. The product is [Cl:1][C:2]1[CH:10]=[C:9]([Cl:11])[CH:8]=[CH:7][C:3]=1[C:4]1[S:5][C:13]([C:14]([O:16][CH2:17][CH3:18])=[O:15])=[C:19]([CH3:21])[N:6]=1. The yield is 0.640.